Dataset: Peptide-MHC class I binding affinity with 185,985 pairs from IEDB/IMGT. Task: Regression. Given a peptide amino acid sequence and an MHC pseudo amino acid sequence, predict their binding affinity value. This is MHC class I binding data. The peptide sequence is NIKISLNEI. The MHC is HLA-A02:01 with pseudo-sequence HLA-A02:01. The binding affinity (normalized) is 0.0801.